Dataset: NCI-60 drug combinations with 297,098 pairs across 59 cell lines. Task: Regression. Given two drug SMILES strings and cell line genomic features, predict the synergy score measuring deviation from expected non-interaction effect. (1) Synergy scores: CSS=25.2, Synergy_ZIP=9.55, Synergy_Bliss=12.1, Synergy_Loewe=18.3, Synergy_HSA=15.0. Drug 2: CC1=C(C(CCC1)(C)C)C=CC(=CC=CC(=CC(=O)O)C)C. Cell line: SK-OV-3. Drug 1: CN(C)N=NC1=C(NC=N1)C(=O)N. (2) Drug 1: C1=CC(=C2C(=C1NCCNCCO)C(=O)C3=C(C=CC(=C3C2=O)O)O)NCCNCCO. Drug 2: CCCCCOC(=O)NC1=NC(=O)N(C=C1F)C2C(C(C(O2)C)O)O. Cell line: MALME-3M. Synergy scores: CSS=20.3, Synergy_ZIP=-6.10, Synergy_Bliss=0.0428, Synergy_Loewe=-14.0, Synergy_HSA=-1.65.